From a dataset of Experimentally validated miRNA-target interactions with 360,000+ pairs, plus equal number of negative samples. Binary Classification. Given a miRNA mature sequence and a target amino acid sequence, predict their likelihood of interaction. (1) The miRNA is mmu-miR-150-5p with sequence UCUCCCAACCCUUGUACCAGUG. The protein sequence of the target gene is MADAEVITFPKKHKKKKDRKPLQEDDVAEIQHAEEFLIKPESKVAQLDTSQWPLLLKNFDKLNVRTAHYTPLPCGSNPLKREIGDYIRTGFINLDKPSNPSSHEVVAWIRRILRVEKTGHSGTLDPKVTGCLIVCIERATRLVKSQQSAGKEYVGIVRLHNAIEGGTQLSRALETLTGALFQRPPLIAAVKRQLRVRTIYESKMIEYDPERRLGIFWVSCEAGTYIRTLCVHLGLLLGVGGQMQELRRVRSGVMSEKDHMVTMHDVLDAQWLYDNHKDESYLRRVVYPLEKLLTSHKRLV.... Result: 1 (interaction). (2) The miRNA is hsa-miR-31-5p with sequence AGGCAAGAUGCUGGCAUAGCU. The protein sequence of the target gene is MTRKARRCLGHLFLSLGIVYLRIGGFSSVVALGASIICNKIPGLAPRQRAICQSRPDAIIVIGEGSQMGLDECQFQFRNGRWNCSALGERTVFGKELKVGSREAAFTYAIIAAGVAHAITAACTQGNLSDCGCDKEKQGQYHRDEGWKWGGCSADIRYGIGFAKVFVDAREIKQNARTLMNLHNNEAGRKILEENMKLECKCHGVSGSCTTKTCWTTLPQFRELGYVLKDKYNEAVHVEPVRASRNKRPTFLKIKKPLSYRKPMDTDLVYIEKSPNYCEEDPVTGSVGTQGRACNKTAPQ.... Result: 0 (no interaction). (3) The miRNA is mmu-miR-296-5p with sequence AGGGCCCCCCCUCAAUCCUGU. The protein sequence of the target gene is MSYLKTTMEDEESSKKNENDSNADSQCPSVGFFHKDHMQKSKTGDTCDLFPKWKILKEGKSSIREMIDTHTNAANIKLEQDDETSEKSFYPSTNTMHQTIPTEPNCTKQGEHTENINGNVHPAHIADKKLHKCDECGKSFKYNSRLVQHKIMHTGEKRYECDDCRGTFRSSSSLRVHKRIHTGEKPYKCDECGKAYMSYSSLINHKSTHSGEKNCKCDECGKSFNYSSVLDQHKRIHTGEKPYECGECGKAFRNSSGLRVHKRIHTGEKPYECDTCGKTFSNSSGLRVHKRIHTGEKPYE.... Result: 0 (no interaction). (4) The miRNA is hsa-miR-7153-3p with sequence CACCAUGGACGGUUUACC. The protein sequence of the target gene is MAGEITETGELYSPYVGLVYMFNLIVGTGALTMPKAFATAGWLVSLVLLVFVGFMSFVTTTFAMEAMAAANAQLRWKRMETHKEEDDEDSSTASDSDLLSQDNYERAEKRPILSVQRRSSANLFEITDRVEMGQMASMFFNKVGVNLFYFCIITYLYGDLAIYAAAVPVSLMQVTCSVSGNDSCGVDTDARYNDTDLCWGPLRRVDVYRIYLAIFTVLLGPFTFFDVQKTKYLQILTSMMRWIAFAIMIVLALVRIGKGQGEGHPPLANFLGVQNLFGVCVYSFMCQHSLPSLITPISSK.... Result: 0 (no interaction). (5) The miRNA is hsa-miR-4731-5p with sequence UGCUGGGGGCCACAUGAGUGUG. The protein sequence of the target gene is MSVIFFACVVRVRDGLPLSASTDFYHTQDFLEWRRRLKSLALRLAQYPGRGSAEGCDFSIHFSSFGDVACMAICSCQCPAAMAFCFLETLWWEFTASYDTTCIGLASRPYAFLEFDSIIQKVKWHFNYVSSSQMECSLEKIQEELKLQPPAVLTLEDTDVANGVMNGHTPMHLEPAPNFRMEPVTALGILSLILNIMCAALNLIRGVHLAEHSLQVAHEEIGNILAFLVPFVACIFQCYLYLFYSPARTMKVVLMLLFICLGNMYLHGLRNLWQILFHIGVAFLSSYQILTRQLQEKQSD.... Result: 1 (interaction). (6) The miRNA is hsa-miR-106a-5p with sequence AAAAGUGCUUACAGUGCAGGUAG. The protein sequence of the target gene is MSVRYSSSKHYSSSRSGGGGGGGGCGGGGGVSSLRISSSKGSLGGGFSSGGFSGGSFSRGSSGGGCFGGSSGGYGGLGGFGGGSFRGSYGSSSFGGSYGGIFGGGSFGGGSFGGGSFGGGGFGGGGFGGGFGGGFGGDGGLLSGNEKVTMQNLNDRLASYLDKVRALEESNYELEGKIKEWYEKHGNSHQGEPRDYSKYYKTIDDLKNQILNLTTDNANILLQIDNARLAADDFRLKYENEVALRQSVEADINGLRRVLDELTLTKADLEMQIESLTEELAYLKKNHEEEMKDLRNVSTG.... Result: 1 (interaction).